The task is: Predict which catalyst facilitates the given reaction.. This data is from Catalyst prediction with 721,799 reactions and 888 catalyst types from USPTO. Reactant: [OH:1][CH2:2][C@@H:3]1[CH2:6][C@H:5]([NH:7][C:8](=[O:14])[O:9][C:10]([CH3:13])([CH3:12])[CH3:11])[CH2:4]1.CCN(C(C)C)C(C)C.[C:24](OC(=O)C)(=[O:26])[CH3:25]. Product: [C:24]([O:1][CH2:2][C@H:3]1[CH2:4][C@@H:5]([NH:7][C:8]([O:9][C:10]([CH3:11])([CH3:13])[CH3:12])=[O:14])[CH2:6]1)(=[O:26])[CH3:25]. The catalyst class is: 2.